This data is from Reaction yield outcomes from USPTO patents with 853,638 reactions. The task is: Predict the reaction yield, written as a fraction of the theoretical maximum amount of product (1.0 means a 100% yield; for example, 0.34 means a 34% yield). The reactants are C(OC(=O)C[N:6]=[C:7](C1C=CC=CC=1)[C:8]1C=C[CH:11]=[CH:10][CH:9]=1)C.Br[CH2:22][CH2:23]C=C.[C:26]([O-:29])([O-])=[O:27].[K+].[K+].[Cl:32][C:33]1[CH:38]=[CH:37][C:36]([S:39](Cl)(=[O:41])=[O:40])=[CH:35][CH:34]=1.CCN(CC)CC.Cl. The catalyst is [Br-].C([N+](CCCC)(CCCC)CCCC)CCC.C(#N)C. The product is [CH2:22]([O:29][C:26](=[O:27])[CH:7]([NH:6][S:39]([C:36]1[CH:37]=[CH:38][C:33]([Cl:32])=[CH:34][CH:35]=1)(=[O:41])=[O:40])[CH2:8][CH2:9][CH:10]=[CH2:11])[CH3:23]. The yield is 0.230.